This data is from Catalyst prediction with 721,799 reactions and 888 catalyst types from USPTO. The task is: Predict which catalyst facilitates the given reaction. (1) Reactant: C1(P(C2CCCCC2)C2C=CC=CC=2C2C(OC(C)C)=CC=CC=2OC(C)C)CCCCC1.[Cl:34][C:35]1[CH:36]=[C:37]([CH:42]2[CH2:48][CH2:47][NH:46][C:45](=[O:49])[C:44]3[S:50][C:51](I)=[CH:52][C:43]2=3)[CH:38]=[CH:39][C:40]=1[Cl:41].[NH:54]1[CH2:59][CH2:58][O:57][CH2:56][CH2:55]1.C[Si]([N-][Si](C)(C)C)(C)C.[Li+]. Product: [Cl:34][C:35]1[CH:36]=[C:37]([CH:42]2[CH2:48][CH2:47][NH:46][C:45](=[O:49])[C:44]3[S:50][C:51]([N:54]4[CH2:59][CH2:58][O:57][CH2:56][CH2:55]4)=[CH:52][C:43]2=3)[CH:38]=[CH:39][C:40]=1[Cl:41]. The catalyst class is: 7. (2) Reactant: [N:1]1[CH:6]=[CH:5][CH:4]=[CH:3][C:2]=1[C:7]1[CH:14]=[CH:13][C:10]([CH2:11][NH2:12])=[CH:9][CH:8]=1.CCN(CC)CC.[Cl:22][C:23]1[N:31]=[C:30]2[C:26]([NH:27][CH:28]=[N:29]2)=[C:25](Cl)[N:24]=1. Product: [Cl:22][C:23]1[N:31]=[C:30]2[C:26]([NH:27][CH:28]=[N:29]2)=[C:25]([NH:12][CH2:11][C:10]2[CH:9]=[CH:8][C:7]([C:2]3[CH:3]=[CH:4][CH:5]=[CH:6][N:1]=3)=[CH:14][CH:13]=2)[N:24]=1. The catalyst class is: 114. (3) Reactant: [F:1][C:2]1[CH:3]=[C:4]([NH2:12])[C:5](=[CH:9][C:10]=1[F:11])[C:6]([OH:8])=[O:7].C(O)(=O)C.C(O[Cl:22])(C)(C)C. Product: [Cl:22][C:3]1[C:2]([F:1])=[C:10]([F:11])[CH:9]=[C:5]([C:6]([OH:8])=[O:7])[C:4]=1[NH2:12]. The catalyst class is: 96. (4) Reactant: [CH2:1]([N:3]([CH2:11][C:12]1[CH:13]=[N:14][CH:15]=[C:16]([C:19]2[CH:20]=[C:21]3[C:25](=[CH:26][CH:27]=2)[N:24]([CH:28]2[CH2:33][CH2:32][CH2:31][CH2:30][O:29]2)[N:23]=[C:22]3[C:34]2[NH:35][C:36]([C:39]([NH:41][CH2:42]C3C=NC=CC=3)=[O:40])=[CH:37][N:38]=2)[C:17]=1[CH3:18])[C:4](=[O:10])[O:5][C:6]([CH3:9])([CH3:8])[CH3:7])[CH3:2].C(OC(N(CC1C(C)=C(C2C=C3C(=CC=2)N(C2CCCCO2)N=C3C2NC(C(O)=O)=CN=2)C=NC=1)CC)=O)(C)(C)C.C(N(C(C)C)CC)(C)C.Cl.Cl.N[CH:102]1[CH:107]2C[CH2:109][N:104]([CH2:105][CH2:106]2)[CH2:103]1.CN(C(ON1N=NC2C=CC=NC1=2)=[N+](C)C)C.F[P-](F)(F)(F)(F)F. Product: [N:104]12[CH2:105][CH2:106][CH:107]([CH2:102][CH2:103]1)[C@H:42]([NH:41][C:39]([C:36]1[NH:35][C:34]([C:22]3[C:21]4[C:25](=[CH:26][CH:27]=[C:19]([C:16]5[C:17]([CH3:18])=[C:12]([CH2:11][N:3]([CH2:1][CH3:2])[C:4](=[O:10])[O:5][C:6]([CH3:9])([CH3:8])[CH3:7])[CH:13]=[N:14][CH:15]=5)[CH:20]=4)[N:24]([CH:28]4[CH2:33][CH2:32][CH2:31][CH2:30][O:29]4)[N:23]=3)=[N:38][CH:37]=1)=[O:40])[CH2:109]2. The catalyst class is: 2. (5) The catalyst class is: 1. Reactant: Br[C:2]1[CH:3]=[N:4][CH:5]=[C:6]([Cl:16])[C:7]=1[CH2:8][O:9][CH:10]1[CH2:15][CH2:14][CH2:13][CH2:12][O:11]1.[Li]CCCC.[CH3:22][O:23][C:24](=O)[CH2:25][O:26]C.C([O-])(O)=O.[Na+]. Product: [Cl:16][C:6]1[C:7]([CH2:8][O:9][CH:10]2[CH2:15][CH2:14][CH2:13][CH2:12][O:11]2)=[C:2]([C:25](=[O:26])[CH2:24][O:23][CH3:22])[CH:3]=[N:4][CH:5]=1. (6) Reactant: [C:1]1([CH:7]2[CH2:12][CH2:11][N:10]([C:13]([C@H:15]3[CH2:20][CH2:19][CH:18]([C:21]([N:23]4[CH2:27][CH2:26][CH2:25][CH2:24]4)=[O:22])[CH2:17][C@@H:16]3[C:28](OC)=[O:29])=[O:14])[CH2:9][CH2:8]2)[CH:6]=[CH:5][CH:4]=[CH:3][CH:2]=1.CN([P+]([O:42][N:43]1N=NC2C=CC=CC1=2)(N(C)C)N(C)C)C.F[P-](F)(F)(F)(F)F.Cl.C1(C2CCNCC=2)C=CC=CC=1.C(N(CC)C(C)C)(C)C.C([O-])(O)=O.[Na+]. Product: [OH:42][NH:43][C:28]([C@H:16]1[CH2:17][CH:18]([C:21]([N:23]2[CH2:24][CH2:25][CH2:26][CH2:27]2)=[O:22])[CH2:19][CH2:20][C@@H:15]1[C:13]([N:10]1[CH2:11][CH:12]=[C:7]([C:1]2[CH:2]=[CH:3][CH:4]=[CH:5][CH:6]=2)[CH2:8][CH2:9]1)=[O:14])=[O:29]. The catalyst class is: 3. (7) The catalyst class is: 8. Reactant: [CH2:1]([C:3]1[C:8]([CH2:9][CH:10]=O)=[CH:7][CH:6]=[CH:5][C:4]=1[C:12]1[S:16][C:15]([C:17]2[CH:18]=[CH:19][C:20]([O:25][CH:26]([CH3:28])[CH3:27])=[C:21]([CH:24]=2)[C:22]#[N:23])=[N:14][CH:13]=1)[CH3:2].C(O)(=O)C.C([O-])(=O)C.[Na+].[NH:38]1[CH2:41][CH:40]([C:42]([O:44][CH3:45])=[O:43])[CH2:39]1. Product: [C:22]([C:21]1[CH:24]=[C:17]([C:15]2[S:16][C:12]([C:4]3[C:3]([CH2:1][CH3:2])=[C:8]([CH2:9][CH2:10][N:38]4[CH2:41][CH:40]([C:42]([O:44][CH3:45])=[O:43])[CH2:39]4)[CH:7]=[CH:6][CH:5]=3)=[CH:13][N:14]=2)[CH:18]=[CH:19][C:20]=1[O:25][CH:26]([CH3:28])[CH3:27])#[N:23]. (8) Reactant: CI.[Br:3][C:4]1[C:5]([NH:24][S:25]([CH3:28])(=[O:27])=[O:26])=[CH:6][C:7]2[O:11][C:10]([C:12]3[CH:17]=[CH:16][C:15]([F:18])=[CH:14][CH:13]=3)=[C:9]([C:19]([O:21][CH3:22])=[O:20])[C:8]=2[CH:23]=1.[C:29]([O-])([O-])=O.[K+].[K+]. Product: [Br:3][C:4]1[C:5]([N:24]([CH3:29])[S:25]([CH3:28])(=[O:26])=[O:27])=[CH:6][C:7]2[O:11][C:10]([C:12]3[CH:13]=[CH:14][C:15]([F:18])=[CH:16][CH:17]=3)=[C:9]([C:19]([O:21][CH3:22])=[O:20])[C:8]=2[CH:23]=1. The catalyst class is: 3. (9) Reactant: Cl.Cl.[NH:3]1[CH2:8][CH:7]=[C:6]([CH2:9][NH:10][C:11]([C:13]2[N:14]=[N:15][C:16]([CH2:32][CH2:33][CH2:34][CH3:35])=[C:17]([C:19]3[CH:24]=[CH:23][C:22]([O:25][CH:26]4[CH2:31][CH2:30][CH2:29][CH2:28][CH2:27]4)=[CH:21][CH:20]=3)[CH:18]=2)=[O:12])[CH2:5][CH2:4]1.C=O.[C:38](O[BH-](OC(=O)C)OC(=O)C)(=O)C.[Na+]. Product: [CH3:38][N:3]1[CH2:4][CH:5]=[C:6]([CH2:9][NH:10][C:11]([C:13]2[N:14]=[N:15][C:16]([CH2:32][CH2:33][CH2:34][CH3:35])=[C:17]([C:19]3[CH:20]=[CH:21][C:22]([O:25][CH:26]4[CH2:31][CH2:30][CH2:29][CH2:28][CH2:27]4)=[CH:23][CH:24]=3)[CH:18]=2)=[O:12])[CH2:7][CH2:8]1. The catalyst class is: 34. (10) Reactant: N(C(OCC)=O)=NC(OCC)=O.C1(P(C2C=CC=CC=2)C2C=CC=CC=2)C=CC=CC=1.[Cl:32][C:33]1[CH:34]=[C:35]([OH:40])[CH:36]=[CH:37][C:38]=1[Cl:39].O[CH:42]1[CH2:47][CH2:46][N:45]([C:48]([O:50][C:51]([CH3:54])([CH3:53])[CH3:52])=[O:49])[CH2:44][CH2:43]1. Product: [Cl:32][C:33]1[CH:34]=[C:35]([CH:36]=[CH:37][C:38]=1[Cl:39])[O:40][CH:42]1[CH2:47][CH2:46][N:45]([C:48]([O:50][C:51]([CH3:54])([CH3:53])[CH3:52])=[O:49])[CH2:44][CH2:43]1. The catalyst class is: 7.